Dataset: Catalyst prediction with 721,799 reactions and 888 catalyst types from USPTO. Task: Predict which catalyst facilitates the given reaction. (1) Reactant: [CH:1]1([C:6]2[CH:11]=[CH:10][C:9]([C:12](C)=[CH:13][CH2:14][OH:15])=[CH:8][CH:7]=2)[CH2:5][CH2:4][CH2:3][CH2:2]1.CN(C1C=CC2N=C3C(=CC(C=C3)=[N+](C)C)SC=2C=1)C.[C:37]1(=[O:42])[CH2:41][CH2:40][CH2:39][CH2:38]1.C1(C)C=CC(S(O)(=O)=O)=CC=1.[O:54]1[CH2:59]CCOO1. Product: [CH:1]1([C:6]2[CH:7]=[CH:8][C:9]([CH:12]=[CH:13][CH:14]3[CH2:59][O:54][C:37]4([CH2:41][CH2:40][CH2:39][CH2:38]4)[O:42][O:15]3)=[CH:10][CH:11]=2)[CH2:2][CH2:3][CH2:4][CH2:5]1. The catalyst class is: 23. (2) Reactant: [NH:1]([CH:3]1[CH2:6][N:5]([C:7]([O:9][C:10]([CH3:13])([CH3:12])[CH3:11])=[O:8])[CH2:4]1)[NH2:2].C(O)(=O)C.CN(C)/[CH:20]=[CH:21]/[C:22]([C:24]1[CH:29]=[C:28]([C:30]([F:33])([F:32])[F:31])[CH:27]=[CH:26][C:25]=1[OH:34])=O. Product: [F:31][C:30]([F:32])([F:33])[C:28]1[CH:27]=[CH:26][C:25]([OH:34])=[C:24]([C:22]2[N:1]([CH:3]3[CH2:4][N:5]([C:7]([O:9][C:10]([CH3:13])([CH3:12])[CH3:11])=[O:8])[CH2:6]3)[N:2]=[CH:20][CH:21]=2)[CH:29]=1. The catalyst class is: 8.